From a dataset of Experimentally validated miRNA-target interactions with 360,000+ pairs, plus equal number of negative samples. Binary Classification. Given a miRNA mature sequence and a target amino acid sequence, predict their likelihood of interaction. (1) The miRNA is hsa-miR-3942-3p with sequence UUUCAGAUAACAGUAUUACAU. The protein sequence of the target gene is MAVQGQRFMTKTQHYRKVTKPLLERKRRARMNLYLDELKDLIVDTMDAQGEQVSKLEKADILELTVNYLKAQQQQRVANPQSPPPDQVNLDKFRAGYTQAAYEVSHIFSTVPGLDLKFGTHLMKQLGHQLKDMKQEEEIIDMAEEPVNLADQKRSKSPREEDIHHGEEVWRPW. Result: 0 (no interaction). (2) The miRNA is cel-miR-67-3p with sequence UCACAACCUCCUAGAAAGAGUAGA. The protein sequence of the target gene is MESAITLWQFLLHLLLDQKHEHLICWTSNDGEFKLLKAEEVAKLWGLRKNKTNMNYDKLSRALRYYYDKNIIKKVIGQKFVYKFVSFPDILKMDPHAVEISRESLLLQDGDCKVSPEGREVHRHGLSSLKSASRNEYLHSGLYSSFTINSLQNAPEAFKAIKTEKLEEPCDDSPPVEEVRTVIRFVTNKTDKHITRPVVSLPSTSETAAAAASAFLASSVSAKISSLMLPNAASISSASPSSSRSPSLSPDSPLPSEHRSLFLEAACHDSDSLEPLNLSSGSKTKSPSLPPKGKKPKGLE.... Result: 0 (no interaction). (3) The miRNA is hsa-miR-6853-3p with sequence UGUUCAUUGGAACCCUGCGCAG. The protein sequence of the target gene is MSQSGEENLQGSWVELHFSNGNGSSVPASVSIYNGDMEKILLDAQHESGRSSSKSSHCDSPPRSQTPQDTNRAEIDSHSFGEKNSTLSEEDYIERRREVESILKKNSDWIWDWSSRPENIPPKEFLFKHPKRTATLSMRNTSVMKKGGIFSADFLKVFLPSLLLSHLLAIGLGIYIGRRLTTSTSTF. Result: 0 (no interaction). (4) The miRNA is hsa-miR-8485 with sequence CACACACACACACACACGUAU. The protein sequence of the target gene is MGAFLDKPKMEKHNAQGQGNGLRYGLSSMQGWRVEMEDAHTAVIGLPSGLESWSFFAVYDGHAGSQVAKYCCEHLLDHITNNQDFKGSAGAPSVENVKNGIRTGFLEIDEHMRVMSEKKHGADRSGSTAVGVLISPQHTYFINCGDSRGLLCRNRKVHFFTQDHKPSNPLEKERIQNAGGSVMIQRVNGSLAVSRALGDFDYKCVHGKGPTEQLVSPEPEVHDIERSEEDDQFIILACDGIWDVMGNEELCDFVRSRLEVTDDLEKVCNEVVDTCLYKGSRDNMSVILICFPNAPKVSPE.... Result: 1 (interaction). (5) The miRNA is hsa-miR-197-3p with sequence UUCACCACCUUCUCCACCCAGC. The protein sequence of the target gene is MGSLTFRDVAIEFSLEEWQCLDTAQQNLYRNVMLENYRNLVFLGIAAFKPDLIIFLEEGKESWNMKRHEMVEESPVICSHFAQDLWPEQGIEDSFQKVILRRYEKCGHENLHLKIGYTNVDECKVHKEGYNKLNQSLTTTQSKVFQRGKYANVFHKCSNSNRHKIRHTGKKHLQCKEYVRSFCMLSHLSQHKRIYTRENSYKCEEGGKAFNWSSTLTYYKSAHTGEKPYRCKECGKAFSKFSILTKHKVIHTGEKSYKCEECGKAFNQSAILTKHKIIHTGEKPNKCEECGKAFSKVSTL.... Result: 1 (interaction). (6) The miRNA is hsa-miR-6751-3p with sequence ACUGAGCCUCUCUCUCUCCAG. Result: 1 (interaction). The protein sequence of the target gene is MFEKYPGKMEGLFRHNPYTAFPPAVPGLPPGLPPAVSFGSLQGAFQPKSTNPELPPRLGPVPSGLSQKGTQIPDHFRPPLRKPGKWCAMHVRVAYMILRHQEKMKGDSHKLDFRNDLLPCLPGPYGALPPGQELSHPASLFTATGAVHAAANPFTAAPGAHGPFLSPSTHIDPFGRPTSFASLAALSNGAFGGLGSPTFNSGAVFAQKESPGAPPAFASPPDPWGRLHRSPLTFPAWVRPPEAARTPGSDKERPVERREPSITKEEKDRDLPFSRPQLRVSPATPKARAGEEGPRPTKES.... (7) The miRNA is mmu-miR-124-3p with sequence UAAGGCACGCGGUGAAUGCC. The protein sequence of the target gene is MSPTISHKDSSRQRRSGMFSHALDMKSGPLPPGGWDDSRRDSVGGEGDREVLLGDAGPGDLPKAPRSYRSELSSILLLLFLYVLQGIPLGLAGSIPLILQSKNVSYTDQAFFSFVFWPFSLKLLWAPLVDAVYFKNFGRRKSWLVPTQYTLGIFMIYLSTQVDRLLGNIDGRTPDVVALTVTFFLFEFLAATQDIAVDGWALTMLSRENVGYASTCNSVGQTAGYFLGNVLFLALESADFCNKYLRFQPQPRGIVTLSDFLFFWGTVFLITTTLVALLKKENREASIVKEETQGITDTYK.... Result: 1 (interaction). (8) Result: 0 (no interaction). The miRNA is mmu-miR-7222-3p with sequence UCCAGGACAGUGGGCAGGAGCAG. The protein sequence of the target gene is MLLLGILTLAFAGRTAGGSEPEREVVVPIRLDPDINGRRYYWRGPEDSGDQGLIFQITAFQEDFYLHLTPDAQFLAPAFSTEHLGVPLQGLTGGSSDLRRCFYSGDVNAEPDSFAAVSLCGGLRGAFGYRGAEYVISPLPNASAPAAQRNSQGAHLLQRRGVPGGPSGDPTSRCGVASGWNPAILRALDPYKPRRAGFGESRSRRRSGRAKRFVSIPRYVETLVVADESMVKFHGADLEHYLLTLLATAARLYRHPSILNPINIVVVKVLLLRDRDSGPKVTGNAALTLRNFCAWQKKLN.... (9) The miRNA is mmu-miR-466l-5p with sequence UUGUGUGUACAUGUACAUGUAU. The protein sequence of the target gene is MEALTLWLLPWICQCVTVRADSIIHIGAIFEENAAKDDRVFQLAVSDLSLNDDILQSEKITYSIKVIEANNPFQAVQEACDLMTQGILALVTSTGCASANALQSLTDAMHIPHLFVQRNPGGSPRTACHLNPSPDGEAYTLASRPPVRLNDVMLRLVTELRWQKFVMFYDSEYDIRGLQSFLDQASRLGLDVSLQKVDKNISHVFTSLFTTMKTEELNRYRDTLRRAILLLSPQGAHSFINEAVETNLASKDSHWVFVNEEISDPEILDLVHSALGRMTVVRQIFPSAKDNQKCMRNNHR.... Result: 1 (interaction).